The task is: Predict which catalyst facilitates the given reaction.. This data is from Catalyst prediction with 721,799 reactions and 888 catalyst types from USPTO. (1) Reactant: C([Sn](CCCC)(CCCC)[C:6]1[N:11]=[CH:10][CH:9]=[CH:8][N:7]=1)CCC.C([Li])CCC.[CH3:25][N:26]([CH2:34][CH2:35][CH:36]=[O:37])[C:27](=[O:33])[O:28][C:29]([CH3:32])([CH3:31])[CH3:30].[Cl-].[NH4+]. Product: [OH:37][CH:36]([C:6]1[N:7]=[CH:8][CH:9]=[CH:10][N:11]=1)[CH2:35][CH2:34][N:26]([CH3:25])[C:27](=[O:33])[O:28][C:29]([CH3:30])([CH3:32])[CH3:31]. The catalyst class is: 7. (2) Reactant: [C:1]([O:4][CH2:5][C:6]1[C:11](B2OC(C)(C)C(C)(C)O2)=[CH:10][C:9]([F:21])=[CH:8][C:7]=1[N:22]1[CH2:34][CH2:33][C:32]2[N:31]3[C:26]([CH2:27][CH2:28][CH2:29][CH2:30]3)=[CH:25][C:24]=2[C:23]1=[O:35])(=[O:3])[CH3:2].I[C:37]1[N:45]=[C:44]2[C:40]([N:41]=[CH:42][N:43]2[CH2:46][O:47][CH2:48][CH2:49][Si:50]([CH3:53])([CH3:52])[CH3:51])=[C:39]([NH:54][C:55]2[CH:60]=[CH:59][C:58]([N:61]3[CH2:66][CH2:65][N:64]([CH:67]4[CH2:70][O:69][CH2:68]4)[CH2:63][CH2:62]3)=[CH:57][CH:56]=2)[N:38]=1.[O-]P([O-])([O-])=O.[K+].[K+].[K+].C([O-])(=O)C.[Na+]. Product: [C:1]([O:4][CH2:5][C:6]1[C:7]([N:22]2[CH2:34][CH2:33][C:32]3[N:31]4[C:26]([CH2:27][CH2:28][CH2:29][CH2:30]4)=[CH:25][C:24]=3[C:23]2=[O:35])=[CH:8][C:9]([F:21])=[CH:10][C:11]=1[C:37]1[N:45]=[C:44]2[C:40]([N:41]=[CH:42][N:43]2[CH2:46][O:47][CH2:48][CH2:49][Si:50]([CH3:51])([CH3:52])[CH3:53])=[C:39]([NH:54][C:55]2[CH:56]=[CH:57][C:58]([N:61]3[CH2:66][CH2:65][N:64]([CH:67]4[CH2:68][O:69][CH2:70]4)[CH2:63][CH2:62]3)=[CH:59][CH:60]=2)[N:38]=1)(=[O:3])[CH3:2]. The catalyst class is: 379.